Dataset: Forward reaction prediction with 1.9M reactions from USPTO patents (1976-2016). Task: Predict the product of the given reaction. (1) Given the reactants [Cl:1][C:2]1[CH:7]=[CH:6][C:5]([C@H:8]([C:21]([N:23]2[CH2:28][CH2:27][N:26]([C:29]3[C:30]4[C@H:37]([CH3:38])[S:36][CH2:35][C:31]=4[N:32]=[CH:33][N:34]=3)[CH2:25][CH2:24]2)=[O:22])[CH2:9][N:10]([CH:18]([CH3:20])[CH3:19])C(=O)OC(C)(C)C)=[CH:4][CH:3]=1.[ClH:39], predict the reaction product. The product is: [ClH:1].[ClH:39].[Cl:1][C:2]1[CH:7]=[CH:6][C:5]([C@@H:8]([CH2:9][NH:10][CH:18]([CH3:20])[CH3:19])[C:21]([N:23]2[CH2:28][CH2:27][N:26]([C:29]3[C:30]4[C@H:37]([CH3:38])[S:36][CH2:35][C:31]=4[N:32]=[CH:33][N:34]=3)[CH2:25][CH2:24]2)=[O:22])=[CH:4][CH:3]=1. (2) Given the reactants [F:1][C:2]1[CH:3]=[C:4]([C:8]2[C@:9]3([CH2:25][CH2:24][C@H:23]4[C@@H:14]([CH2:15][CH2:16][C:17]5[CH:18]=[C:19]([C:26]([OH:28])=O)[CH:20]=[CH:21][C:22]=54)[C@@H:11]3[CH2:12][CH:13]=2)[CH3:10])[CH:5]=[N:6][CH:7]=1.[CH:29]([NH:32][CH2:33][CH2:34][OH:35])([CH3:31])[CH3:30], predict the reaction product. The product is: [F:1][C:2]1[CH:3]=[C:4]([C:8]2[C@:9]3([CH2:25][CH2:24][C@H:23]4[C@@H:14]([CH2:15][CH2:16][C:17]5[CH:18]=[C:19]([C:26]([N:32]([CH2:33][CH2:34][OH:35])[CH:29]([CH3:31])[CH3:30])=[O:28])[CH:20]=[CH:21][C:22]=54)[C@@H:11]3[CH2:12][CH:13]=2)[CH3:10])[CH:5]=[N:6][CH:7]=1. (3) Given the reactants Cl[C:2]([O:4][CH2:5][CH:6]1[C:18]2[CH:17]=[CH:16][CH:15]=[CH:14][C:13]=2[C:12]2[C:7]1=[CH:8][CH:9]=[CH:10][CH:11]=2)=[O:3].[C:19]([O:23][C:24]([N:26]1[CH2:31][CH2:30][NH:29][CH:28]([C:32]([OH:34])=[O:33])[CH2:27]1)=[O:25])([CH3:22])([CH3:21])[CH3:20].C(N(CC)C(C)C)(C)C, predict the reaction product. The product is: [CH:17]1[C:18]2[CH:6]([CH2:5][O:4][C:2]([N:29]3[CH2:30][CH2:31][N:26]([C:24]([O:23][C:19]([CH3:20])([CH3:21])[CH3:22])=[O:25])[CH2:27][CH:28]3[C:32]([OH:34])=[O:33])=[O:3])[C:7]3[C:12](=[CH:11][CH:10]=[CH:9][CH:8]=3)[C:13]=2[CH:14]=[CH:15][CH:16]=1. (4) Given the reactants [CH2:1]([N:5]([CH3:29])[CH2:6][CH2:7][CH2:8][CH2:9][CH2:10][N:11]1[C:19]2[C:14](=[CH:15][CH:16]=[CH:17][CH:18]=2)[C:13]2[CH2:20][CH2:21][S:22][C:23]3[CH:28]=[CH:27][CH:26]=[CH:25][C:24]=3[C:12]1=2)[CH2:2][CH2:3][CH3:4].[C:30]([OH:37])(=[O:36])/[CH:31]=[CH:32]/[C:33]([OH:35])=[O:34], predict the reaction product. The product is: [C:30]([OH:37])(=[O:36])/[CH:31]=[CH:32]/[C:33]([OH:35])=[O:34].[CH2:1]([N:5]([CH3:29])[CH2:6][CH2:7][CH2:8][CH2:9][CH2:10][N:11]1[C:19]2[C:14](=[CH:15][CH:16]=[CH:17][CH:18]=2)[C:13]2[CH2:20][CH2:21][S:22][C:23]3[CH:28]=[CH:27][CH:26]=[CH:25][C:24]=3[C:12]1=2)[CH2:2][CH2:3][CH3:4].